This data is from Forward reaction prediction with 1.9M reactions from USPTO patents (1976-2016). The task is: Predict the product of the given reaction. Given the reactants [CH:1]([N:4]1[C:8]2[CH:9]=[CH:10][CH:11]=[CH:12][C:7]=2[N:6]([CH2:13][C:14]2[N:18]([CH2:19][CH2:20][CH:21]([CH3:23])[CH3:22])[C:17]3[CH:24]=[CH:25][C:26]([C:28]#[N:29])=[CH:27][C:16]=3[N:15]=2)[C:5]1=[O:30])([CH3:3])[CH3:2].ClCC1N(CCC(C)C)C2C=CC(C#N)=CC=2N=1.C(N1C2C=CC=CC=2NC1=O)(C)=C.[H-].[Na+], predict the reaction product. The product is: [C:1]([N:4]1[C:8]2[CH:9]=[CH:10][CH:11]=[CH:12][C:7]=2[N:6]([CH2:13][C:14]2[N:18]([CH2:19][CH2:20][CH:21]([CH3:23])[CH3:22])[C:17]3[CH:24]=[CH:25][C:26]([C:28]#[N:29])=[CH:27][C:16]=3[N:15]=2)[C:5]1=[O:30])([CH3:3])=[CH2:2].